This data is from Catalyst prediction with 721,799 reactions and 888 catalyst types from USPTO. The task is: Predict which catalyst facilitates the given reaction. (1) The catalyst class is: 7. Product: [CH2:3]([O:7][C:9]1[N:10]=[CH:11][N:12]=[C:13]([N:15]([CH2:23][CH3:24])[C:16]2[CH:21]=[CH:20][CH:19]=[C:18]([F:22])[CH:17]=2)[CH:14]=1)[C:4]#[C:5][CH3:6]. Reactant: [H-].[Na+].[CH2:3]([OH:7])[C:4]#[C:5][CH3:6].Cl[C:9]1[CH:14]=[C:13]([N:15]([CH2:23][CH3:24])[C:16]2[CH:21]=[CH:20][CH:19]=[C:18]([F:22])[CH:17]=2)[N:12]=[CH:11][N:10]=1.[Cl-].[NH4+]. (2) The catalyst class is: 1. Reactant: [Li]CCCC.[Cl:6][C:7]1[CH:12]=[C:11]([F:13])[CH:10]=[C:9]([F:14])[CH:8]=1.Cl[Si:16]([CH3:19])([CH3:18])[CH3:17]. Product: [Cl:6][C:7]1[CH:12]=[C:11]([F:13])[C:10]([Si:16]([CH3:19])([CH3:18])[CH3:17])=[C:9]([F:14])[CH:8]=1. (3) Reactant: [F:1][C:2]([F:21])([F:20])[C:3]1[CH:4]=[C:5]([NH:9][C:10]2[N:15]=[C:14](Cl)[N:13]=[C:12]([CH2:17][CH2:18][CH3:19])[N:11]=2)[CH:6]=[CH:7][CH:8]=1.[CH2:22]([NH2:28])[C:23]1[O:27][CH:26]=[CH:25][CH:24]=1.CCN(C(C)C)C(C)C.C(#N)C. Product: [O:27]1[CH:26]=[CH:25][CH:24]=[C:23]1[CH2:22][NH:28][C:14]1[N:15]=[C:10]([NH:9][C:5]2[CH:6]=[CH:7][CH:8]=[C:3]([C:2]([F:21])([F:20])[F:1])[CH:4]=2)[N:11]=[C:12]([CH2:17][CH2:18][CH3:19])[N:13]=1. The catalyst class is: 6.